From a dataset of Forward reaction prediction with 1.9M reactions from USPTO patents (1976-2016). Predict the product of the given reaction. (1) Given the reactants [S:1]1[C:5]2[CH:6]=[CH:7][CH:8]=[CH:9][C:4]=2[C:3]([CH2:10][CH2:11][C:12](Cl)=[O:13])=[CH:2]1.[Cl-].[Cl-].[Cl-].[Al+3], predict the reaction product. The product is: [C:4]12[CH:9]=[CH:8][CH:7]=[CH:6][C:5]=1[S:1][C:2]1[C:12](=[O:13])[CH2:11][CH2:10][C:3]2=1. (2) Given the reactants C([O:8][CH2:9][C:10]1([CH2:14][C:15]2[S:16][CH:17]=[C:18]([C:20]3[CH:25]=[CH:24][CH:23]=[CH:22][CH:21]=3)[N:19]=2)[CH2:13][CH2:12][CH2:11]1)C1C=CC=CC=1.B(Br)(Br)Br, predict the reaction product. The product is: [C:20]1([C:18]2[N:19]=[C:15]([CH2:14][C:10]3([CH2:9][OH:8])[CH2:13][CH2:12][CH2:11]3)[S:16][CH:17]=2)[CH:21]=[CH:22][CH:23]=[CH:24][CH:25]=1. (3) Given the reactants [CH3:1][O:2][C:3]1[CH:21]=[CH:20][C:6]([CH2:7][N:8]2[CH:17]=[C:16]3[C:10]([N:11]([CH3:19])[CH2:12][CH:13]=[CH:14][C:15]3=[O:18])=[N:9]2)=[CH:5][CH:4]=1.C([O-])=O.[NH4+], predict the reaction product. The product is: [CH3:1][O:2][C:3]1[CH:4]=[CH:5][C:6]([CH2:7][N:8]2[CH:17]=[C:16]3[C:10]([N:11]([CH3:19])[CH2:12][CH2:13][CH2:14][C:15]3=[O:18])=[N:9]2)=[CH:20][CH:21]=1. (4) Given the reactants [CH2:1]([CH:8]1[CH2:13][CH:12]2[CH2:14][CH:9]1[CH2:10][CH:11]2[C:15]1[CH:20]=[CH:19][CH:18]=[CH:17][C:16]=1[NH2:21])[C:2]1[CH:7]=[N:6][CH:5]=[CH:4][N:3]=1.[CH3:22][S:23](NC1C=CC=CC=1N1CCN(C(OC(C)(C)C)=O)CC1)(=[O:25])=[O:24].CS(Cl)(=O)=O.N1C=CC=CC=1, predict the reaction product. The product is: [CH2:1]([CH:8]1[CH2:13][CH:12]2[CH2:14][CH:9]1[CH2:10][CH:11]2[C:15]1[CH:20]=[CH:19][CH:18]=[CH:17][C:16]=1[NH:21][S:23]([CH3:22])(=[O:25])=[O:24])[C:2]1[CH:7]=[N:6][CH:5]=[CH:4][N:3]=1. (5) Given the reactants CI.[CH2:3]([S:5]([C:8]1[C:9]([C:14]([NH:16][C:17]2[CH:22]=[CH:21][C:20]([C:23]([O:30][CH3:31])([O:28][CH3:29])[C:24]([F:27])([F:26])[F:25])=[CH:19][CH:18]=2)=[O:15])=[N:10][CH:11]=[CH:12][CH:13]=1)(=[O:7])=[O:6])[CH3:4].[C:32](=O)([O-])[O-].[K+].[K+].CC(C)=O, predict the reaction product. The product is: [CH2:3]([S:5]([C:8]1[C:9]([C:14]([N:16]([CH3:32])[C:17]2[CH:22]=[CH:21][C:20]([C:23]([O:28][CH3:29])([O:30][CH3:31])[C:24]([F:25])([F:27])[F:26])=[CH:19][CH:18]=2)=[O:15])=[N:10][CH:11]=[CH:12][CH:13]=1)(=[O:6])=[O:7])[CH3:4]. (6) Given the reactants [AlH4-].[Li+].[NH2:3][C:4]1([C:10](O)=[O:11])[CH2:9][CH2:8][CH2:7][CH2:6][CH2:5]1.C(=O)([O-])[O-].[Na+].[Na+].C(=O)([O-])[O-], predict the reaction product. The product is: [NH2:3][C:4]1([CH2:10][OH:11])[CH2:9][CH2:8][CH2:7][CH2:6][CH2:5]1. (7) Given the reactants [C:1]([O:5][C:6](=[O:36])[NH:7][C:8]1([C:12]2[CH:17]=[CH:16][C:15]([C:18]3[C:27](=[O:28])[C:26]4[C:21](=[CH:22][CH:23]=[C:24]([F:29])[CH:25]=4)[O:20][C:19]=3[C:30]3[CH:35]=[CH:34][CH:33]=[CH:32][CH:31]=3)=[CH:14][CH:13]=2)[CH2:11][CH2:10][CH2:9]1)([CH3:4])([CH3:3])[CH3:2].FC1C=CC=C2C=1OC(C1C=CC=CC=1)=C(I)C2=O, predict the reaction product. The product is: [C:1]([O:5][C:6](=[O:36])[NH:7][C:8]1([C:12]2[CH:17]=[CH:16][C:15]([C:18]3[C:27](=[O:28])[C:26]4[C:25](=[C:24]([F:29])[CH:23]=[CH:22][CH:21]=4)[O:20][C:19]=3[C:30]3[CH:35]=[CH:34][CH:33]=[CH:32][CH:31]=3)=[CH:14][CH:13]=2)[CH2:9][CH2:10][CH2:11]1)([CH3:2])([CH3:4])[CH3:3]. (8) Given the reactants Cl.[NH2:2][CH2:3][C:4]1[CH:5]=[C:6]([NH:10][CH2:11][CH2:12][N:13]2[CH2:18][CH2:17][O:16][CH2:15][CH2:14]2)[CH:7]=[CH:8][CH:9]=1.Br[C:20]1[CH:21]=[C:22]2[C:27](=[CH:28][CH:29]=1)[C:26](=[O:30])[NH:25][N:24]=[C:23]2[Cl:31].C1C=CC(P(C2C(C3C(P(C4C=CC=CC=4)C4C=CC=CC=4)=CC=C4C=3C=CC=C4)=C3C(C=CC=C3)=CC=2)C2C=CC=CC=2)=CC=1.CC([O-])(C)C.[Na+], predict the reaction product. The product is: [Cl:31][C:23]1[C:22]2[C:27](=[CH:28][CH:29]=[C:20]([NH:2][CH2:3][C:4]3[CH:9]=[CH:8][CH:7]=[C:6]([NH:10][CH2:11][CH2:12][N:13]4[CH2:18][CH2:17][O:16][CH2:15][CH2:14]4)[CH:5]=3)[CH:21]=2)[C:26](=[O:30])[NH:25][N:24]=1.